This data is from Peptide-MHC class II binding affinity with 134,281 pairs from IEDB. The task is: Regression. Given a peptide amino acid sequence and an MHC pseudo amino acid sequence, predict their binding affinity value. This is MHC class II binding data. (1) The peptide sequence is LPKPPKPVSKMRMATPLLMQALPM. The MHC is DRB1_0401 with pseudo-sequence DRB1_0401. The binding affinity (normalized) is 0.543. (2) The peptide sequence is YGKFLANVSTVLTGK. The MHC is DRB1_0405 with pseudo-sequence DRB1_0405. The binding affinity (normalized) is 0.673. (3) The peptide sequence is GMKVKNTIAATSFAA. The MHC is HLA-DQA10301-DQB10302 with pseudo-sequence HLA-DQA10301-DQB10302. The binding affinity (normalized) is 0.234. (4) The peptide sequence is EGGVWTFDSEEPLQGPFNFR. The MHC is DRB1_1302 with pseudo-sequence DRB1_1302. The binding affinity (normalized) is 0.107.